Dataset: Full USPTO retrosynthesis dataset with 1.9M reactions from patents (1976-2016). Task: Predict the reactants needed to synthesize the given product. (1) Given the product [CH3:1][O:2][C:3](=[O:24])/[C:4](/[C:8]1[CH:13]=[CH:12][CH:11]=[CH:10][C:9]=1[CH2:14][O:15][C:16]1[CH:21]=[CH:20][CH:19]=[C:18]([CH2:22][N:39]2[CH2:44][CH2:43][O:42][CH2:41][CH2:40]2)[CH:17]=1)=[CH:5]/[O:6][CH3:7], predict the reactants needed to synthesize it. The reactants are: [CH3:1][O:2][C:3](=[O:24])/[C:4](/[C:8]1[CH:13]=[CH:12][CH:11]=[CH:10][C:9]=1[CH2:14][O:15][C:16]1[CH:21]=[CH:20][CH:19]=[C:18]([CH:22]=O)[CH:17]=1)=[CH:5]/[O:6][CH3:7].[BH-](OC(C)=O)(OC(C)=O)OC(C)=O.[Na+].[NH:39]1[CH2:44][CH2:43][O:42][CH2:41][CH2:40]1.C(=O)(O)[O-].[Na+]. (2) Given the product [CH3:10][O:9][C:7]([C:6]1[CH:11]=[C:2]([CH2:25][N:22]2[CH2:23][CH2:24][N:19]([C:12]([O:14][C:15]([CH3:18])([CH3:17])[CH3:16])=[O:13])[CH2:20][CH2:21]2)[CH:3]=[N:4][CH:5]=1)=[O:8], predict the reactants needed to synthesize it. The reactants are: Br[C:2]1[CH:3]=[N:4][CH:5]=[C:6]([CH:11]=1)[C:7]([O:9][CH3:10])=[O:8].[C:12]([N:19]1[CH2:24][CH2:23][N:22]([CH2:25][B-](F)(F)F)[CH2:21][CH2:20]1)([O:14][C:15]([CH3:18])([CH3:17])[CH3:16])=[O:13].[K+].C(=O)([O-])[O-].[Cs+].[Cs+].CC(C1C=C(C(C)C)C(C2C=CC=CC=2P(C2CCCCC2)C2CCCCC2)=C(C(C)C)C=1)C.